From a dataset of Reaction yield outcomes from USPTO patents with 853,638 reactions. Predict the reaction yield, written as a fraction of the theoretical maximum amount of product (1.0 means a 100% yield; for example, 0.34 means a 34% yield). (1) The reactants are I[C:2]1[CH:3]=[C:4]2[C:8](=[CH:9][CH:10]=1)[N:7]([CH:11]1[CH2:16][CH2:15][N:14]([C:17]([O:19][C:20]([CH3:23])([CH3:22])[CH3:21])=[O:18])[CH2:13][CH2:12]1)[CH2:6][CH2:5]2.[C:24]([C:26]1[CH:27]=[C:28]([S:32](F)(=[O:34])=[O:33])[CH:29]=[CH:30][CH:31]=1)#[N:25].C([Li])(C)(C)C. No catalyst specified. The product is [C:24]([C:26]1[CH:27]=[C:28]([S:32]([C:2]2[CH:3]=[C:4]3[C:8](=[CH:9][CH:10]=2)[N:7]([CH:11]2[CH2:16][CH2:15][N:14]([C:17]([O:19][C:20]([CH3:23])([CH3:22])[CH3:21])=[O:18])[CH2:13][CH2:12]2)[CH2:6][CH2:5]3)(=[O:34])=[O:33])[CH:29]=[CH:30][CH:31]=1)#[N:25]. The yield is 0.360. (2) The reactants are [NH2:1][CH2:2][CH2:3][CH2:4][N:5]1[CH2:10][CH2:9][N:8]([CH2:11][CH2:12][CH2:13][NH2:14])[CH2:7][CH2:6]1.[C:15](Cl)(=[O:25])[CH2:16][CH2:17][CH2:18][CH2:19][CH2:20][CH2:21][CH2:22][CH2:23][CH3:24].C(N(CC)[CH:31]([CH3:33])[CH3:32])(C)C. The catalyst is ClCCl. The product is [C:15]([NH:14][CH2:13][CH2:12][CH2:11][N:8]1[CH2:7][CH2:6][N:5]([CH2:4][CH2:3][CH2:2][NH:1][C:15](=[O:25])[CH2:16][CH2:17][CH2:18][CH2:19][CH2:20][CH2:21][CH2:33][CH2:31][CH3:32])[CH2:10][CH2:9]1)(=[O:25])[CH2:16][CH2:17][CH2:18][CH2:19][CH2:20][CH2:21][CH2:22][CH2:23][CH3:24]. The yield is 0.870. (3) The reactants are [Br:1][C:2]1[S:3][C:4]([C:8]([OH:10])=O)=[C:5]([CH3:7])[N:6]=1.C(N(CC)C(C)C)(C)C.Cl.C(N=C=NCCCN(C)C)C.ON1C2C=CC=CC=2N=N1.[F:42][C:43]1[CH:48]=[CH:47][C:46]([CH2:49][NH2:50])=[CH:45][CH:44]=1. The catalyst is O1CCCC1. The product is [Br:1][C:2]1[S:3][C:4]([C:8]([NH:50][CH2:49][C:46]2[CH:47]=[CH:48][C:43]([F:42])=[CH:44][CH:45]=2)=[O:10])=[C:5]([CH3:7])[N:6]=1. The yield is 0.810. (4) The reactants are [CH3:1][C:2]([O:5][C:6](=[O:19])[NH:7][N:8]1[C:16](=[O:17])[C:15]2[C:10](=[CH:11][CH:12]=[CH:13][CH:14]=2)[C:9]1=[O:18])([CH3:4])[CH3:3].C(=O)([O-])[O-].[K+].[K+].Br[CH2:27][C:28]1[C:32]([CH3:33])=[N:31][O:30][N:29]=1. The catalyst is [Cl-].C([N+](CC)(CC)CC)C1C=CC=CC=1.C(#N)C. The product is [C:2]([O:5][C:6](=[O:19])[N:7]([N:8]1[C:16](=[O:17])[C:15]2[C:10](=[CH:11][CH:12]=[CH:13][CH:14]=2)[C:9]1=[O:18])[CH2:27][C:28]1[C:32]([CH3:33])=[N:31][O:30][N:29]=1)([CH3:1])([CH3:3])[CH3:4]. The yield is 0.810. (5) The yield is 0.410. The reactants are [Br:1][C:2]1[CH:3]=[C:4]([S:8](Cl)(=[O:10])=[O:9])[CH:5]=[N:6][CH:7]=1.[NH2:12][C:13]([CH3:17])([CH3:16])[CH2:14][OH:15].C(O)(=O)CC(CC(O)=O)(C(O)=O)O.Cl. The product is [OH:15][CH2:14][C:13]([NH:12][S:8]([C:4]1[CH:5]=[N:6][CH:7]=[C:2]([Br:1])[CH:3]=1)(=[O:10])=[O:9])([CH3:17])[CH3:16]. The catalyst is C1COCC1.CC(O)=O.CCN(CC)CC. (6) The reactants are CO.[Li+].[BH4-].C([O:7][C:8]([C:10]1[CH:11]=[C:12]2[CH2:17][CH2:16][CH2:15][N:13]2[N:14]=1)=O)C. The catalyst is C1COCC1. The product is [N:14]1[N:13]2[CH2:15][CH2:16][CH2:17][C:12]2=[CH:11][C:10]=1[CH2:8][OH:7]. The yield is 0.780. (7) The catalyst is O. The reactants are [C:1]([C:4]1[CH:14]=[C:13]([F:15])[CH:12]=[CH:11][C:5]=1[O:6][CH2:7]C(O)=O)(=O)[CH3:2].C([O-])(=O)C.[Na+].C(OC(=O)C)(=O)C. The product is [F:15][C:13]1[CH:12]=[CH:11][C:5]2[O:6][CH:7]=[C:1]([CH3:2])[C:4]=2[CH:14]=1. The yield is 0.910.